Dataset: Forward reaction prediction with 1.9M reactions from USPTO patents (1976-2016). Task: Predict the product of the given reaction. (1) Given the reactants [NH2:1][C:2]1[CH:11]=[C:10]([F:12])[C:9]([Br:13])=[CH:8][C:3]=1[C:4]([O:6]C)=O.[C:14]([C:16]1[CH:17]=[N:18][CH:19]=[CH:20][CH:21]=1)#[N:15].O.[OH-].[Na+], predict the reaction product. The product is: [Br:13][C:9]1[CH:8]=[C:3]2[C:2](=[CH:11][C:10]=1[F:12])[N:1]=[C:14]([C:16]1[CH:17]=[N:18][CH:19]=[CH:20][CH:21]=1)[N:15]=[C:4]2[OH:6]. (2) Given the reactants Cl[C:2]1[N:10]=[C:9](Cl)[CH:8]=[CH:7][C:3]=1[C:4]([NH2:6])=[O:5].[O:12]([C:19]1[CH:24]=[CH:23][C:22]([OH:25])=[CH:21][CH:20]=1)[C:13]1[CH:18]=[CH:17][CH:16]=[CH:15][CH:14]=1.[CH3:26][C:27]1([CH3:40])[CH2:32][NH:31][CH2:30][CH2:29][N:28]1[C:33]([O:35]C(C)(C)C)=O.[C:41](O)(=O)[CH:42]=C, predict the reaction product. The product is: [C:33]([N:28]1[CH2:29][CH2:30][N:31]([C:9]2[CH:8]=[CH:7][C:3]([C:4]([NH2:6])=[O:5])=[C:2]([O:25][C:22]3[CH:21]=[CH:20][C:19]([O:12][C:13]4[CH:18]=[CH:17][CH:16]=[CH:15][CH:14]=4)=[CH:24][CH:23]=3)[N:10]=2)[CH2:32][C:27]1([CH3:26])[CH3:40])(=[O:35])[CH:41]=[CH2:42]. (3) Given the reactants [Br:1][C:2]1[CH:3]=[CH:4][C:5](F)=[C:6]([N+:8]([O-:10])=[O:9])[CH:7]=1.[NH2:12][C:13]([CH3:17])([CH3:16])[CH2:14][OH:15], predict the reaction product. The product is: [Br:1][C:2]1[CH:3]=[CH:4][C:5]([NH:12][C:13]([CH3:17])([CH3:16])[CH2:14][OH:15])=[C:6]([N+:8]([O-:10])=[O:9])[CH:7]=1. (4) The product is: [Cl:18][C:19]1[CH:20]=[C:21]([CH:29]=[CH:30][C:31]=1[C:32]([F:35])([F:33])[F:34])[O:22][CH:23]1[CH2:24][CH2:25][N:26]([CH2:2][C:3]([NH:5][C@@H:6]2[CH2:11][O:10][C:9]3=[N:12][C:13]([N+:15]([O-:17])=[O:16])=[CH:14][N:8]3[CH2:7]2)=[O:4])[CH2:27][CH2:28]1. Given the reactants Cl[CH2:2][C:3]([NH:5][C@@H:6]1[CH2:11][O:10][C:9]2=[N:12][C:13]([N+:15]([O-:17])=[O:16])=[CH:14][N:8]2[CH2:7]1)=[O:4].[Cl:18][C:19]1[CH:20]=[C:21]([CH:29]=[CH:30][C:31]=1[C:32]([F:35])([F:34])[F:33])[O:22][CH:23]1[CH2:28][CH2:27][NH:26][CH2:25][CH2:24]1, predict the reaction product.